From a dataset of Catalyst prediction with 721,799 reactions and 888 catalyst types from USPTO. Predict which catalyst facilitates the given reaction. (1) Reactant: [C:1]1([C:7]2[N:8]=[C:9]([C:23]3[CH:28]=[CH:27][N:26]=[C:25]([NH:29]C(=O)C)[CH:24]=3)[S:10][C:11]=2[C:12]2[N:16]=[CH:15][N:14]([CH:17]3[CH2:22][CH2:21][CH2:20][CH2:19][O:18]3)[N:13]=2)[CH:6]=[CH:5][CH:4]=[CH:3][CH:2]=1.O1CCCC1.CO.[OH-].[Na+]. Product: [C:1]1([C:7]2[N:8]=[C:9]([C:23]3[CH:28]=[CH:27][N:26]=[C:25]([NH2:29])[CH:24]=3)[S:10][C:11]=2[C:12]2[N:16]=[CH:15][N:14]([CH:17]3[CH2:22][CH2:21][CH2:20][CH2:19][O:18]3)[N:13]=2)[CH:2]=[CH:3][CH:4]=[CH:5][CH:6]=1. The catalyst class is: 84. (2) Reactant: [O:1]=[C:2]1[CH2:8][CH2:7][CH2:6][N:5]([C:9]([O:11][C:12]([CH3:15])([CH3:14])[CH3:13])=[O:10])[CH2:4][CH2:3]1.[BH4-].[Na+]. The catalyst class is: 5. Product: [OH:1][CH:2]1[CH2:8][CH2:7][CH2:6][N:5]([C:9]([O:11][C:12]([CH3:15])([CH3:14])[CH3:13])=[O:10])[CH2:4][CH2:3]1. (3) Reactant: N1C=CN=C1.[C:6]([Si:10](Cl)([CH3:12])[CH3:11])([CH3:9])([CH3:8])[CH3:7].[OH:14][C:15]1[CH:24]=[CH:23][C:18]2[S:19][C:20](=[O:22])[O:21][C:17]=2[CH:16]=1.O. Product: [Si:10]([O:14][C:15]1[CH:24]=[CH:23][C:18]2[S:19][C:20](=[O:22])[O:21][C:17]=2[CH:16]=1)([C:6]([CH3:9])([CH3:8])[CH3:7])([CH3:12])[CH3:11]. The catalyst class is: 9. (4) Reactant: [C:1]([O:5][C:6]([N:8]1[CH2:13][CH2:12][C:11](=O)[CH2:10][CH2:9]1)=[O:7])([CH3:4])([CH3:3])[CH3:2].[C:15]([CH2:17][C:18](OCC)=O)#[N:16].[C:23]([O-:26])(=[O:25])[CH3:24].[NH4+].C(O)(=O)C. Product: [C:1]([O:5][C:6]([N:8]1[CH2:13][CH2:12][C:11](=[CH:24][C:23]([O:26][CH:17]([C:15]#[N:16])[CH3:18])=[O:25])[CH2:10][CH2:9]1)=[O:7])([CH3:4])([CH3:3])[CH3:2]. The catalyst class is: 48. (5) Reactant: [C:1]([O:5][C:6]([N:8]1[CH2:12][C@@H:11]([O:13][Si:14]([C:17]([CH3:20])([CH3:19])[CH3:18])([CH3:16])[CH3:15])[CH2:10][C@H:9]1[C@H:21]([O:27][CH3:28])[C@@H:22]([CH3:26])[C:23]([OH:25])=O)=[O:7])([CH3:4])([CH3:3])[CH3:2].[F:29][C:30]1[CH:35]=[CH:34][CH:33]=[C:32]([F:36])[C:31]=1[CH2:37][CH2:38][NH2:39].F[P-](F)(F)(F)(F)F.N1(O[P+](N(C)C)(N(C)C)N(C)C)C2C=CC=CC=2N=N1.C(N(C(C)C)CC)(C)C. Product: [Si:14]([O:13][C@@H:11]1[CH2:12][N:8]([C:6]([O:5][C:1]([CH3:4])([CH3:3])[CH3:2])=[O:7])[C@H:9]([C@H:21]([O:27][CH3:28])[C@@H:22]([CH3:26])[C:23]([NH:39][CH2:38][CH2:37][C:31]2[C:32]([F:36])=[CH:33][CH:34]=[CH:35][C:30]=2[F:29])=[O:25])[CH2:10]1)([C:17]([CH3:18])([CH3:20])[CH3:19])([CH3:16])[CH3:15]. The catalyst class is: 9. (6) Reactant: [CH2:1]([C:3]1[C:11]2[C:6](=[CH:7][CH:8]=[CH:9][C:10]=2[NH:12][C:13]([C:15]2[N:19]3[CH:20]=[CH:21][C:22]([C:24]([O:26]CC)=[O:25])=[CH:23][C:18]3=[N:17][CH:16]=2)=[O:14])[N:5]([CH2:29][C:30]2[CH:35]=[CH:34][CH:33]=[C:32]([CH3:36])[N:31]=2)[N:4]=1)[CH3:2].[OH-].[Li+].Cl. Product: [CH2:1]([C:3]1[C:11]2[C:6](=[CH:7][CH:8]=[CH:9][C:10]=2[NH:12][C:13]([C:15]2[N:19]3[CH:20]=[CH:21][C:22]([C:24]([OH:26])=[O:25])=[CH:23][C:18]3=[N:17][CH:16]=2)=[O:14])[N:5]([CH2:29][C:30]2[CH:35]=[CH:34][CH:33]=[C:32]([CH3:36])[N:31]=2)[N:4]=1)[CH3:2]. The catalyst class is: 20. (7) Reactant: [ClH:1].[C:2]1([C:8]2[C:9]([C:17]3C=CC(CN4CCC(C5N=C(C6C=CC=CN=6)NN=5)CC4)=[CH:19][CH:18]=3)=[N:10][C:11]3[N:12]([N:14]=[CH:15][CH:16]=3)[CH:13]=2)[CH:7]=[CH:6][CH:5]=[CH:4][CH:3]=1.ClN1[C:46](=[O:47])[CH2:45][CH2:44][C:43]1=O. Product: [Cl:1][C:16]1[CH:15]=[N:14][N:12]2[CH:13]=[C:8]([C:2]3[CH:7]=[CH:6][CH:5]=[CH:4][CH:3]=3)[C:9]([C:17]3[CH:43]=[CH:44][C:45]([CH:46]=[O:47])=[CH:19][CH:18]=3)=[N:10][C:11]=12. The catalyst class is: 22. (8) Reactant: [CH2:1]([N:8]([CH2:20][CH2:21][C:22]1[CH:27]=[CH:26][C:25]([O:28][CH2:29][C:30]2[CH:35]=[CH:34][CH:33]=[CH:32][CH:31]=2)=[CH:24][CH:23]=1)[CH:9]([CH3:19])[C:10]([C:12]1[CH:17]=[CH:16][C:15]([OH:18])=[CH:14][CH:13]=1)=[O:11])[C:2]1[CH:7]=[CH:6][CH:5]=[CH:4][CH:3]=1.[ClH:36]. Product: [ClH:36].[CH2:1]([N:8]([CH2:20][CH2:21][C:22]1[CH:23]=[CH:24][C:25]([O:28][CH2:29][C:30]2[CH:31]=[CH:32][CH:33]=[CH:34][CH:35]=2)=[CH:26][CH:27]=1)[CH:9]([CH3:19])[C:10]([C:12]1[CH:17]=[CH:16][C:15]([OH:18])=[CH:14][CH:13]=1)=[O:11])[C:2]1[CH:7]=[CH:6][CH:5]=[CH:4][CH:3]=1. The catalyst class is: 131. (9) Reactant: [Cl:1][C:2]1[CH:29]=[CH:28][CH:27]=[CH:26][C:3]=1[C:4]([C:6]1[S:10][C:9]([NH:11][C:12]([C:14]2([C:17]3[CH:25]=[CH:24][C:20]4[O:21][CH2:22][O:23][C:19]=4[CH:18]=3)[CH2:16][CH2:15]2)=[O:13])=[N:8][CH:7]=1)=[O:5].[BH4-].[Na+]. Product: [O:23]1[C:19]2[CH:18]=[C:17]([C:14]3([C:12]([NH:11][C:9]4[S:10][C:6]([CH:4]([C:3]5[CH:26]=[CH:27][CH:28]=[CH:29][C:2]=5[Cl:1])[OH:5])=[CH:7][N:8]=4)=[O:13])[CH2:16][CH2:15]3)[CH:25]=[CH:24][C:20]=2[O:21][CH2:22]1. The catalyst class is: 5. (10) Reactant: [CH3:1][CH:2]([CH3:12])[CH:3]([C:6]1[CH:11]=[CH:10][CH:9]=[CH:8][CH:7]=1)[CH2:4][NH2:5].[CH:13](=O)[C:14]1[CH:19]=[CH:18][CH:17]=[CH:16][CH:15]=1.C(O[BH-](OC(=O)C)OC(=O)C)(=O)C.[Na+].C(O)(=O)C. Product: [CH2:13]([NH:5][CH2:4][CH:3]([C:6]1[CH:11]=[CH:10][CH:9]=[CH:8][CH:7]=1)[CH:2]([CH3:12])[CH3:1])[C:14]1[CH:19]=[CH:18][CH:17]=[CH:16][CH:15]=1. The catalyst class is: 2.